Dataset: Experimentally validated miRNA-target interactions with 360,000+ pairs, plus equal number of negative samples. Task: Binary Classification. Given a miRNA mature sequence and a target amino acid sequence, predict their likelihood of interaction. (1) The miRNA is hsa-miR-34a-5p with sequence UGGCAGUGUCUUAGCUGGUUGU. The protein sequence of the target gene is MSESLVVCDVAEDLVEKLRKFRFRKETNNAAIIMKIDKDKRLVVLDEELEGISPDELKDELPERQPRFIVYSYKYQHDDGRVSYPLCFIFSSPVGCKPEQQMMYAGSKNKLVQTAELTKVFEIRNTEDLTEEWLREKLGFFH. Result: 1 (interaction). (2) The miRNA is mmu-miR-3086-5p with sequence UAGAUUGUAGGCCCAUUGGA. The protein sequence of the target gene is MTTSALRRQVKNIVHNYSEAEIKVREATSNDPWGPPSSLMSEIADLTFNTVAFAEVMGMVWRRLNDSGKNWRHVYKALTLLDYLLKTGSERVAHQCRENLYTIQTLKDFQYIDRDGKDQGVNVREKVKQVMALLKDEERLRQERTHALKTKERMALEGMGIGSGQLGYSRRSRGSPSSYTSASSSPRYASDLEQARPQTSGEEELQLQLALAMSREEAERPVPPASHRDEDLQLQLALSLSRQEHEKGVRSWKGDDSPVANGAEPAGQRRQRDREPEREERKEEEKLKTSQSSILDLADI.... Result: 0 (no interaction). (3) The miRNA is hsa-miR-4755-3p with sequence AGCCAGGCUCUGAAGGGAAAGU. The protein sequence of the target gene is MATDSWALAVDEQEAAAESLSNLHLKEEKIKPDTNGAVVKTNANAEKTDEEEKEDRAAQSLLNKLIRSNLVDNTNQVEVLQRDPNSPLYSVKSFEELRLKPQLLQGVYAMGFNRPSKIQENALPLMLAEPPQNLIAQSQSGTGKTAAFVLAMLSQVEPANKYPQCLCLSPTYELALQTGKVIEQMGKFYPELKLAYAVRGNKLERGQKISEQIVIGTPGTVLDWCSKLKFIDPKKIKVFVLDEADVMIATQGHQDQSIRIQRMLPRNCQMLLFSATFEDSVWKFAQKVVPDPNVIKLKRE.... Result: 1 (interaction). (4) The miRNA is hsa-miR-4752 with sequence UUGUGGAUCUCAAGGAUGUGCU. The protein sequence of the target gene is MPNQGEDCYFYFYSTCAKGDSCPFRHCEAALGNETVCTLWQEGRCFRQVCRFRHMEIDKKRSEIPCYWENQPVGCQKLNCAFHHTRSRYVDGLFLPPSKTVLPTVPESQEEEVKTSQLTVQQSKLSVQSNPSPQLRSVMKVESSENVPSPTHPPVVINAADDDEDDDDQFSEEGDESKTPALQPSPDVHNGLRVASARKPGVSLKQGECLNFGIKTLEEIKSKKMKEKSKKQGEGSSGVSSVLQQPQPNPGPEKENVRTVVRMVTLSSKPEEPLVRLSLSERLGKRKLSVGGDSDPPLKR.... Result: 0 (no interaction). (5) The miRNA is mmu-miR-3074-2-3p with sequence UGUUUCAGCUCAGUAGGCAC. The protein sequence of the target gene is MSENNKNSLESSLRQLKCHFTWNLMEGENSLDDFEDKVFYRTEFQNREFKATMCNLLAYLKHLKGQNEAALECLRKAEELIQQEHADQAEIRSLVTWGNYAWVYYHMGRLSDVQIYVDKVKHVCEKFSSPYRIESPELDCEEGWTRLKCGGNQNERAKVCFEKALEKKPKNPEFTSGLAIASYRLDNWPPSQNAIDPLRQAIRLNPDNQYLKVLLALKLHKMREEGEEEGEGEKLVEEALEKAPGVTDVLRSAAKFYRRKDEPDKAIELLKKALEYIPNNAYLHCQIGCCYRAKVFQVMN.... Result: 0 (no interaction). (6) The miRNA is hsa-miR-335-3p with sequence UUUUUCAUUAUUGCUCCUGACC. The protein sequence of the target gene is MAMSLIQACCSLALSTWLLSFCFVHLLCLDFTVAEKEEWYTAFVNITYAEPAPDPGAGAAGGGGAELHTEKTECGRYGEHSPKQDARGEVVMASSAHDRLACDPNTKFAAPTRGKNWIALIPKGNCTYRDKIRNAFLQNASAVVIFNVGSNTNETITMPHAGVEDIVAIMIPEPKGKEIVSLLERNITVTMYITIGTRNLQKYVSRTSVVFVSISFIVLMIISLAWLVFYYIQRFRYANARDRNQRRLGDAAKKAISKLQIRTIKKGDKETESDFDNCAVCIEGYKPNDVVRILPCRHLF.... Result: 1 (interaction). (7) The miRNA is hsa-miR-875-5p with sequence UAUACCUCAGUUUUAUCAGGUG. The protein sequence of the target gene is MRMSLAQRVLLTWLFTLLFLIMLVLKLDEKAPWNWFLIFIPVWIFDTILLVMLIVKMAGRCKSGFDPRHGSHNIKKKAWYLIAMLLKLAFCLALCAKLEQFTTMNLSYVFIPLWALLAGALTELGYNVFFVRD. Result: 0 (no interaction). (8) The miRNA is hsa-miR-6500-3p with sequence ACACUUGUUGGGAUGACCUGC. The protein sequence of the target gene is MTTFRNHCPHLDSVGEITKEDLIQKSLGACQDCKVRGPNLWACLENRCSYVGCGESQVDHSTIHSQETKHYLTVNLTTLRVWCYACSKEVFLDRKLGTPPSLPHVRQPQQTQENSVQDFKIPSNPALKTPMVAVSEDLDIEVEEEDELKARGLTGLKNIGNTCYMNAALQALSNCPPLTQFFLDCGGLARTDKKPAICKSYLKLMTELWHKSRPGSVVPANLFQGIKTVNPTFRGYSQQDAQEFLRCLMDLLHEELKEQVMEMEEEPQTLTSEETVEEEKSQSDVDFQSCESCSSSEKAE.... Result: 0 (no interaction). (9) The protein sequence of the target gene is MKILLIIFVLIIWTETLADQSPGPGPVYADVVFLVDSSDHLGPKSFPFVKTFINKMINSLPIEANKYRVALAQYSDEFHSEFHLSTFKGRSPMLNHLKKNFQFIGGSLQIGKALQEAHRTYFSAPINGRDRKQFPPILVVLASAESEDEVEEASKALQKDGVKIISVGVQKASEENLKAMATSHFHFNLRTIRDLSTFSQNMTQIIKDVTKYKEGAVDADMQVHFPISCQKDSLADLVFLVDESLGTGGNLRHLQTFLENITSSMDVKENCMRLGLMSYSNSAKTISFLKSSTTQSEFQQ.... Result: 0 (no interaction). The miRNA is hsa-miR-3182 with sequence GCUUCUGUAGUGUAGUC.